From a dataset of Forward reaction prediction with 1.9M reactions from USPTO patents (1976-2016). Predict the product of the given reaction. (1) Given the reactants [CH2:1]([NH:3][C:4](=[O:29])[NH:5][C:6]1[CH:27]=[CH:26][C:9]([O:10][C:11]2[C:20]3[C:15](=[CH:16][C:17]([O:24][CH3:25])=[C:18]([C:21]([OH:23])=O)[CH:19]=3)[N:14]=[CH:13][CH:12]=2)=[CH:8][C:7]=1[F:28])[CH3:2].[CH2:30]([O:32][CH2:33][CH2:34][NH2:35])[CH3:31].F[P-](F)(F)(F)(F)F.N1(O[P+](N(C)C)(N(C)C)N(C)C)C2C=CC=CC=2N=N1, predict the reaction product. The product is: [CH2:30]([O:32][CH2:33][CH2:34][NH:35][C:21]([C:18]1[CH:19]=[C:20]2[C:15](=[CH:16][C:17]=1[O:24][CH3:25])[N:14]=[CH:13][CH:12]=[C:11]2[O:10][C:9]1[CH:26]=[CH:27][C:6]([NH:5][C:4]([NH:3][CH2:1][CH3:2])=[O:29])=[C:7]([F:28])[CH:8]=1)=[O:23])[CH3:31]. (2) Given the reactants [CH2:1]([C:8]1[CH:17]=[C:16]2[C:11]([CH:12]=[C:13]([C:22]([OH:24])=[O:23])[CH:14]([C:18]([F:21])([F:20])[F:19])[O:15]2)=[CH:10][C:9]=1[CH3:25])[C:2]1[CH:7]=[CH:6][CH:5]=[CH:4][CH:3]=1.C1([C@H](N)C)C2C(=CC=CC=2)C=CC=1, predict the reaction product. The product is: [CH2:1]([C:8]1[CH:17]=[C:16]2[C:11]([CH:12]=[C:13]([C:22]([OH:24])=[O:23])[C@H:14]([C:18]([F:19])([F:20])[F:21])[O:15]2)=[CH:10][C:9]=1[CH3:25])[C:2]1[CH:7]=[CH:6][CH:5]=[CH:4][CH:3]=1. (3) Given the reactants [C:1](OC(OC(OC(C)(C)C)=O)=O)([CH3:4])(C)[CH3:2].C([N:18]([CH2:21][CH3:22])[CH2:19][CH3:20])C.C[OH:24], predict the reaction product. The product is: [CH2:4]1[C:1]2([CH2:20][CH2:19][NH:18][CH2:21][C@H:22]2[OH:24])[CH2:2]1. (4) Given the reactants [O:1]=[CH:2][CH2:3][N:4]1[CH:8]=[C:7]([C:9]([C:15]2[CH:16]=[C:17]3[C:21](=[CH:22][CH:23]=2)[N:20]([C:24]2[CH:29]=[CH:28][C:27]([F:30])=[CH:26][CH:25]=2)[N:19]=[CH:18]3)([OH:14])[C:10]([F:13])([F:12])[F:11])[CH:6]=[C:5]1[C:31]#[N:32].[O-:33][Mn](=O)(=O)=O.[K+], predict the reaction product. The product is: [C:31]([C:5]1[N:4]([CH2:3][C:2]([OH:33])=[O:1])[CH:8]=[C:7]([C:9]([C:15]2[CH:16]=[C:17]3[C:21](=[CH:22][CH:23]=2)[N:20]([C:24]2[CH:25]=[CH:26][C:27]([F:30])=[CH:28][CH:29]=2)[N:19]=[CH:18]3)([OH:14])[C:10]([F:12])([F:13])[F:11])[CH:6]=1)#[N:32].